From a dataset of Forward reaction prediction with 1.9M reactions from USPTO patents (1976-2016). Predict the product of the given reaction. (1) Given the reactants [CH3:1][C@@H:2]1[CH2:7][NH:6][CH2:5][CH2:4][NH:3]1.[F:8][C:9]1[CH:16]=[CH:15][C:12]([CH2:13]Cl)=[CH:11][CH:10]=1.C(=O)([O-])O.[Na+], predict the reaction product. The product is: [F:8][C:9]1[CH:16]=[CH:15][C:12]([CH2:13][N:6]2[CH2:5][CH2:4][NH:3][C@H:2]([CH3:1])[CH2:7]2)=[CH:11][CH:10]=1. (2) Given the reactants Cl[S:2]([C:5]1[CH:6]=[CH:7][C:8]([O:14][CH3:15])=[C:9]([CH:13]=1)[C:10]([OH:12])=[O:11])(=[O:4])=[O:3].[CH3:16][N:17]1[CH2:22][CH2:21][NH:20][CH2:19][CH2:18]1.C(N(CC)CC)C, predict the reaction product. The product is: [CH3:15][O:14][C:8]1[CH:7]=[CH:6][C:5]([S:2]([N:20]2[CH2:21][CH2:22][N:17]([CH3:16])[CH2:18][CH2:19]2)(=[O:4])=[O:3])=[CH:13][C:9]=1[C:10]([OH:12])=[O:11]. (3) Given the reactants CC(O[C:6](=O)[N:7]([CH2:9][CH2:10][CH:11]([O:17][C:18]1[CH:23]=[C:22]([Cl:24])[CH:21]=[CH:20][C:19]=1[C:25]#[N:26])[C:12]1[S:13][CH:14]=[CH:15][N:16]=1)C)(C)C.[C:28]([OH:33])(=[O:32])[C:29]([OH:31])=[O:30], predict the reaction product. The product is: [C:28]([OH:33])(=[O:32])[C:29]([OH:31])=[O:30].[Cl:24][C:22]1[CH:21]=[CH:20][C:19]([C:25]#[N:26])=[C:18]([O:17][CH:11]([C:12]2[S:13][CH:14]=[CH:15][N:16]=2)[CH2:10][CH2:9][NH:7][CH3:6])[CH:23]=1. (4) The product is: [Br:1][C:2]1[CH:10]=[CH:9][C:5]([C:6]([N:15]2[CH2:14][CH2:13][N:12]([C:18]([O:20][C:21]([CH3:24])([CH3:23])[CH3:22])=[O:19])[CH2:17][CH2:16]2)=[O:7])=[C:4]([F:11])[CH:3]=1. Given the reactants [Br:1][C:2]1[CH:10]=[CH:9][C:5]([C:6](Cl)=[O:7])=[C:4]([F:11])[CH:3]=1.[N:12]1([C:18]([O:20][C:21]([CH3:24])([CH3:23])[CH3:22])=[O:19])[CH2:17][CH2:16][NH:15][CH2:14][CH2:13]1.CCN(C(C)C)C(C)C, predict the reaction product. (5) Given the reactants [Br:1][C:2]1[CH:3]=[C:4]([CH:9]=[CH:10][CH:11]=1)[C:5]([NH:7][NH2:8])=[O:6].[CH:12](OCC)(OCC)OCC, predict the reaction product. The product is: [Br:1][C:2]1[CH:3]=[C:4]([C:5]2[O:6][CH:12]=[N:8][N:7]=2)[CH:9]=[CH:10][CH:11]=1. (6) Given the reactants F[C:2]1[CH:3]=[C:4]2[C:8](=[CH:9][C:10]=1[F:11])[N:7]([S:12]([C:15]1[CH:20]=[CH:19][CH:18]=[CH:17][CH:16]=1)(=[O:14])=[O:13])[CH:6]=[C:5]2[C:21]1[CH:22]=[N:23][N:24]([CH2:26][CH:27]2CCNCC2)[CH:25]=1.Cl.ClCC[N:37]1[CH2:42][CH2:41][O:40][CH2:39][CH2:38]1, predict the reaction product. The product is: [F:11][C:10]1[CH:9]=[C:8]2[C:4]([C:5]([C:21]3[CH:22]=[N:23][N:24]([CH2:26][CH2:27][N:37]4[CH2:42][CH2:41][O:40][CH2:39][CH2:38]4)[CH:25]=3)=[CH:6][N:7]2[S:12]([C:15]2[CH:20]=[CH:19][CH:18]=[CH:17][CH:16]=2)(=[O:13])=[O:14])=[CH:3][CH:2]=1. (7) Given the reactants [CH3:1][O:2][C:3](=[O:15])[C:4]1[CH:9]=[C:8]([CH2:10]Br)[CH:7]=[CH:6][C:5]=1[N+:12]([O-:14])=[O:13].C(N(CC)CC)C.[CH3:23][N:24]1[CH2:29][CH2:28][NH:27][CH2:26][CH2:25]1, predict the reaction product. The product is: [CH3:1][O:2][C:3](=[O:15])[C:4]1[CH:9]=[C:8]([CH2:10][N:27]2[CH2:28][CH2:29][N:24]([CH3:23])[CH2:25][CH2:26]2)[CH:7]=[CH:6][C:5]=1[N+:12]([O-:14])=[O:13].